This data is from Reaction yield outcomes from USPTO patents with 853,638 reactions. The task is: Predict the reaction yield, written as a fraction of the theoretical maximum amount of product (1.0 means a 100% yield; for example, 0.34 means a 34% yield). (1) The reactants are [CH3:1][NH:2][CH3:3].[CH2:4]=O.[N+:6]([C:9]1[CH:17]=[C:16]2[C:12]([CH:13]=[CH:14][NH:15]2)=[CH:11][CH:10]=1)([O-:8])=[O:7].[OH-].[Na+]. The catalyst is C(O)(=O)C. The product is [CH3:1][N:2]([CH3:4])[CH2:3][C:13]1[C:12]2[C:16](=[CH:17][C:9]([N+:6]([O-:8])=[O:7])=[CH:10][CH:11]=2)[NH:15][CH:14]=1. The yield is 0.870. (2) The reactants are [C:9](O[C:9]([O:11][C:12]([CH3:15])([CH3:14])[CH3:13])=[O:10])([O:11][C:12]([CH3:15])([CH3:14])[CH3:13])=[O:10].[NH2:16][CH2:17][CH2:18][CH2:19][OH:20].O. The catalyst is ClCCl. The product is [C:12]([O:11][C:9]([NH:16][CH2:17][CH2:18][CH2:19][OH:20])=[O:10])([CH3:13])([CH3:14])[CH3:15]. The yield is 0.960. (3) The reactants are [Si:1]([O:8][C@@H:9]1[C@@H:14]([CH:15]2[CH2:17][CH2:16]2)[CH2:13][NH:12][CH2:11][C@H:10]1[NH:18][C:19](=[O:25])[O:20][C:21]([CH3:24])([CH3:23])[CH3:22])([C:4]([CH3:7])([CH3:6])[CH3:5])([CH3:3])[CH3:2].Cl[C:27]1[CH:32]=[CH:31][N:30]=[CH:29][C:28]=1[N+:33]([O-:35])=[O:34]. The catalyst is CC(O)C.CCOC(C)=O.O. The product is [Si:1]([O:8][C@@H:9]1[C@@H:14]([CH:15]2[CH2:17][CH2:16]2)[CH2:13][N:12]([C:27]2[CH:32]=[CH:31][N:30]=[CH:29][C:28]=2[N+:33]([O-:35])=[O:34])[CH2:11][C@H:10]1[NH:18][C:19](=[O:25])[O:20][C:21]([CH3:24])([CH3:23])[CH3:22])([C:4]([CH3:7])([CH3:6])[CH3:5])([CH3:3])[CH3:2]. The yield is 0.560. (4) The reactants are [Cl:1][C:2]1[CH:3]=[C:4]([CH:9]=[C:10]([F:37])[C:11]=1[O:12][CH2:13][C:14]1[N:15]([C:30]2[CH:35]=[CH:34][C:33]([F:36])=[CH:32][CH:31]=2)[C:16]([C:19]([C:22]2[CH:27]=[CH:26][C:25]([Cl:28])=[C:24]([Cl:29])[CH:23]=2)([CH3:21])[CH3:20])=[CH:17][N:18]=1)[C:5]([O:7]C)=[O:6].[OH-].[Na+].Cl. The catalyst is CO. The product is [Cl:1][C:2]1[CH:3]=[C:4]([CH:9]=[C:10]([F:37])[C:11]=1[O:12][CH2:13][C:14]1[N:15]([C:30]2[CH:31]=[CH:32][C:33]([F:36])=[CH:34][CH:35]=2)[C:16]([C:19]([C:22]2[CH:27]=[CH:26][C:25]([Cl:28])=[C:24]([Cl:29])[CH:23]=2)([CH3:21])[CH3:20])=[CH:17][N:18]=1)[C:5]([OH:7])=[O:6]. The yield is 0.390. (5) The reactants are C([Li])CCC.CC1(C)CCCC(C)(C)N1.[Br:16][C:17]1[C:18]([Cl:25])=[CH:19][C:20]([O:23][CH3:24])=[N:21][CH:22]=1.BrC1C(Cl)=C([Li])C(OC)=NC=1.[CH3:37][O:38][C:39]1[C:46]([O:47][CH3:48])=[C:45]([O:49][CH3:50])[CH:44]=[C:43]([CH3:51])[C:40]=1[CH:41]=[O:42].[Cl-].[NH4+]. The catalyst is O1CCCC1.O. The product is [CH3:37][O:38][C:39]1[C:46]([O:47][CH3:48])=[C:45]([O:49][CH3:50])[CH:44]=[C:43]([CH3:51])[C:40]=1[CH:41]([C:19]1[C:20]([O:23][CH3:24])=[N:21][CH:22]=[C:17]([Br:16])[C:18]=1[Cl:25])[OH:42]. The yield is 0.560. (6) The reactants are [S:1]1[C:9]2[C:4](=[N:5][C:6]([C:10]([OH:12])=[O:11])=[CH:7][CH:8]=2)[CH:3]=[CH:2]1.OS(O)(=O)=O.[CH3:18]O. No catalyst specified. The product is [S:1]1[C:9]2[C:4](=[N:5][C:6]([C:10]([O:12][CH3:18])=[O:11])=[CH:7][CH:8]=2)[CH:3]=[CH:2]1. The yield is 0.610.